From a dataset of Full USPTO retrosynthesis dataset with 1.9M reactions from patents (1976-2016). Predict the reactants needed to synthesize the given product. (1) Given the product [CH3:17][N:18]([CH2:2][C:3]1[CH:8]=[CH:7][N:6]=[C:5]([NH:9][C:10](=[O:16])[O:11][C:12]([CH3:15])([CH3:14])[CH3:13])[CH:4]=1)[CH3:19], predict the reactants needed to synthesize it. The reactants are: Br[CH2:2][C:3]1[CH:8]=[CH:7][N:6]=[C:5]([NH:9][C:10](=[O:16])[O:11][C:12]([CH3:15])([CH3:14])[CH3:13])[CH:4]=1.[CH3:17][NH:18][CH3:19].C(=O)([O-])O.[Na+]. (2) Given the product [CH2:1]([CH:8]([C:9](=[O:18])[CH2:10][CH2:11][C:12]1[CH:17]=[CH:16][CH:15]=[CH:14][CH:13]=1)[C:19](=[O:28])[CH2:20][CH2:21][C:22]1[CH:23]=[CH:24][CH:25]=[CH:26][CH:27]=1)[C:2]1[CH:3]=[CH:4][CH:5]=[CH:6][CH:7]=1, predict the reactants needed to synthesize it. The reactants are: [CH2:1]([CH:8]([C:19](=[O:28])[CH:20]=[CH:21][C:22]1[CH:27]=[CH:26][CH:25]=[CH:24][CH:23]=1)[C:9](=[O:18])[CH:10]=[CH:11][C:12]1[CH:17]=[CH:16][CH:15]=[CH:14][CH:13]=1)[C:2]1[CH:7]=[CH:6][CH:5]=[CH:4][CH:3]=1.CCCCCC. (3) Given the product [I:20][C:2]1[N:11]=[CH:10][C:9]2[CH2:8][CH:7]([NH:12][C:13](=[O:19])[O:14][C:15]([CH3:18])([CH3:17])[CH3:16])[CH2:6][CH2:5][C:4]=2[N:3]=1, predict the reactants needed to synthesize it. The reactants are: N[C:2]1[N:11]=[CH:10][C:9]2[CH2:8][CH:7]([NH:12][C:13](=[O:19])[O:14][C:15]([CH3:18])([CH3:17])[CH3:16])[CH2:6][CH2:5][C:4]=2[N:3]=1.[I:20]CI.[N+]([O-])(OCCC(C)C)=O. (4) Given the product [CH2:1]([C@H:8]1[CH2:9][N:10]([C:14]2[CH:23]=[CH:22][C:21]([O:24][CH3:25])=[C:20]3[C:15]=2[CH:16]=[CH:17][C:18]([C:26]([F:29])([F:27])[F:28])=[N:19]3)[CH2:11][CH2:12][N:13]1[C:33](=[O:32])[CH2:34][C:35]1[NH:36][N:37]=[CH:38][N:39]=1)[C:2]1[CH:7]=[CH:6][CH:5]=[CH:4][CH:3]=1, predict the reactants needed to synthesize it. The reactants are: [CH2:1]([C@@H:8]1[NH:13][CH2:12][CH2:11][N:10]([C:14]2[CH:23]=[CH:22][C:21]([O:24][CH3:25])=[C:20]3[C:15]=2[CH:16]=[CH:17][C:18]([C:26]([F:29])([F:28])[F:27])=[N:19]3)[CH2:9]1)[C:2]1[CH:7]=[CH:6][CH:5]=[CH:4][CH:3]=1.C([O:32][C:33](=O)[CH2:34][C:35]1[NH:39][CH:38]=[N:37][N:36]=1)C.[C-]#N.[Na+].CS(C)=O. (5) Given the product [F:1][C:9]1[C:10]([C:16]([NH2:18])=[O:17])=[N:11][CH:12]=[C:13]([Br:15])[CH:14]=1, predict the reactants needed to synthesize it. The reactants are: [F:1][B-](F)(F)F.N#[O+].N[C:9]1[C:10]([C:16]([NH2:18])=[O:17])=[N:11][CH:12]=[C:13]([Br:15])[CH:14]=1. (6) Given the product [CH3:18][O:19][C:20](=[O:49])[C:21]1[CH:22]=[CH:23][C:24]([CH2:27][C:28]([C:39]([O:41][CH2:42][C:43]2[CH:44]=[CH:45][CH:46]=[CH:47][CH:48]=2)=[O:40])([C:29]2[CH:34]=[CH:33][C:32]([C:35]([CH3:38])([CH3:37])[CH3:36])=[CH:31][CH:30]=2)[CH3:11])=[CH:25][CH:26]=1, predict the reactants needed to synthesize it. The reactants are: [Li+].C[Si]([N-][Si](C)(C)C)(C)C.[C:11]1(C)C=CC=CC=1.[CH3:18][O:19][C:20](=[O:49])[C:21]1[CH:26]=[CH:25][C:24]([CH2:27][CH:28]([C:39]([O:41][CH2:42][C:43]2[CH:48]=[CH:47][CH:46]=[CH:45][CH:44]=2)=[O:40])[C:29]2[CH:34]=[CH:33][C:32]([C:35]([CH3:38])([CH3:37])[CH3:36])=[CH:31][CH:30]=2)=[CH:23][CH:22]=1.IC. (7) Given the product [NH:1]1[CH2:7][CH2:6][CH2:5][C@H:4]([NH:8][C:9](=[O:14])[C:10]([F:12])([F:11])[F:13])[CH2:3][CH2:2]1, predict the reactants needed to synthesize it. The reactants are: [NH:1]1[CH2:7][CH2:6][CH2:5][C@@H:4]([NH:8][C:9](=[O:14])[C:10]([F:13])([F:12])[F:11])[CH2:3][CH2:2]1.C(OC(N[C@H]1CCCN(C(OC(C)(C)C)=O)CC1)=O)C1C=CC=CC=1. (8) Given the product [CH2:1]([O:3][C:4]([C:6]1([C:9]2[CH:10]=[CH:11][C:12]([C:15]3[CH:20]=[CH:19][C:18]([C:21]4[O:25][N:24]=[C:23]([CH3:26])[C:22]=4[NH:27][C:38]4[CH:39]=[CH:40][CH:41]=[C:36]([S:34]([C:28]5[CH:33]=[CH:32][CH:31]=[CH:30][CH:29]=5)=[O:35])[N:37]=4)=[CH:17][CH:16]=3)=[CH:13][CH:14]=2)[CH2:8][CH2:7]1)=[O:5])[CH3:2], predict the reactants needed to synthesize it. The reactants are: [CH2:1]([O:3][C:4]([C:6]1([C:9]2[CH:14]=[CH:13][C:12]([C:15]3[CH:20]=[CH:19][C:18]([C:21]4[O:25][N:24]=[C:23]([CH3:26])[C:22]=4[NH2:27])=[CH:17][CH:16]=3)=[CH:11][CH:10]=2)[CH2:8][CH2:7]1)=[O:5])[CH3:2].[C:28]1([S:34]([C:36]2[CH:41]=[CH:40][CH:39]=[C:38](Br)[N:37]=2)=[O:35])[CH:33]=[CH:32][CH:31]=[CH:30][CH:29]=1. (9) Given the product [Br:18][CH2:12][C:11]([C:2]1[CH:3]=[CH:4][CH:5]=[C:10]([O:17][CH3:14])[CH:1]=1)=[O:13], predict the reactants needed to synthesize it. The reactants are: [CH:1]1[C:10]2CCCC[C:5]=2[CH:4]=[CH:3][C:2]=1[C:11](=[O:13])[CH3:12].[C:14]([OH:17])(=O)C.[Br:18]Br. (10) Given the product [CH2:28]([NH:35][C:20]1[C:8]2[CH2:7][C@@H:6]3[C:13]([CH3:14])([CH3:15])[C@:10]([CH3:16])([C:9]=2[CH:17]=[CH:18][C:19]=1[N+:23]([O-:25])=[O:24])[CH2:11][CH2:12][N:5]3[C:3](=[O:4])[C:2]([F:1])([F:26])[F:27])[C:29]1[CH:34]=[CH:33][CH:32]=[CH:31][CH:30]=1, predict the reactants needed to synthesize it. The reactants are: [F:1][C:2]([F:27])([F:26])[C:3]([N:5]1[CH2:12][CH2:11][C@:10]2([CH3:16])[C:13]([CH3:15])([CH3:14])[C@H:6]1[CH2:7][C:8]1[C:20](OC)=[C:19]([N+:23]([O-:25])=[O:24])[CH:18]=[CH:17][C:9]=12)=[O:4].[CH2:28]([NH2:35])[C:29]1[CH:34]=[CH:33][CH:32]=[CH:31][CH:30]=1.